Dataset: Forward reaction prediction with 1.9M reactions from USPTO patents (1976-2016). Task: Predict the product of the given reaction. (1) Given the reactants Br[C:2]1[CH:3]=[C:4]2[C:9](=[CH:10][CH:11]=1)[N:8]=[CH:7][C:6]([C:12]#[N:13])=[C:5]2[NH:14][C@H:15]1[CH2:20][CH2:19][C@H:18]([N:21]([CH3:23])[CH3:22])[CH2:17][CH2:16]1.[Cl:24][C:25]1[CH:30]=[C:29](B2OC(C)(C)C(C)(C)O2)[CH:28]=[C:27]([O:40][CH3:41])[C:26]=1[OH:42], predict the reaction product. The product is: [Cl:24][C:25]1[CH:30]=[C:29]([C:2]2[CH:3]=[C:4]3[C:9](=[CH:10][CH:11]=2)[N:8]=[CH:7][C:6]([C:12]#[N:13])=[C:5]3[NH:14][C@H:15]2[CH2:20][CH2:19][C@H:18]([N:21]([CH3:22])[CH3:23])[CH2:17][CH2:16]2)[CH:28]=[C:27]([O:40][CH3:41])[C:26]=1[OH:42]. (2) Given the reactants [CH3:1][C:2]1[CH:28]=[C:27]([CH3:29])[CH:26]=[CH:25][C:3]=1[C:4]([C@@H:6]1[CH2:10][CH2:9][C:8](=[O:11])[N:7]1[CH2:12][CH2:13][NH:14]C(=O)OCC1C=CC=CC=1)=O.Cl, predict the reaction product. The product is: [CH3:1][C:2]1[CH:28]=[C:27]([CH3:29])[CH:26]=[CH:25][C:3]=1[C@@H:4]1[NH:14][CH2:13][CH2:12][N:7]2[C:8](=[O:11])[CH2:9][CH2:10][C@@H:6]12. (3) Given the reactants [CH3:1][O:2][C:3](=[O:19])[C:4]([O:7][C:8]1[CH:13]=[C:12]([CH3:14])[C:11]([S:15]C#N)=[CH:10][C:9]=1[CH3:18])([CH3:6])[CH3:5].P([O-])(O)(O)=O.[K+].O.SC[C@H]([C@@H](CS)O)O, predict the reaction product. The product is: [CH3:1][O:2][C:3](=[O:19])[C:4]([O:7][C:8]1[CH:13]=[C:12]([CH3:14])[C:11]([SH:15])=[CH:10][C:9]=1[CH3:18])([CH3:6])[CH3:5]. (4) Given the reactants [CH2:1]([C:3]1[C:4]([CH:9]2[C:17](=[O:18])[CH:16]3[CH:11]([CH:12]4[O:19][CH:15]3[CH2:14][CH2:13]4)[C:10]2=[O:20])=[C:5]([CH3:8])[S:6][CH:7]=1)[CH3:2].[Br:21]Br, predict the reaction product. The product is: [Br:21][C:7]1[S:6][C:5]([CH3:8])=[C:4]([CH:9]2[C:17](=[O:18])[CH:16]3[CH:11]([CH:12]4[O:19][CH:15]3[CH2:14][CH2:13]4)[C:10]2=[O:20])[C:3]=1[CH2:1][CH3:2].